This data is from Full USPTO retrosynthesis dataset with 1.9M reactions from patents (1976-2016). The task is: Predict the reactants needed to synthesize the given product. (1) The reactants are: [CH3:1][C:2]1[N:3]=[C:4]([NH:10][C:11]2[CH:16]=[CH:15][CH:14]=[CH:13][C:12]=2[N+:17]([O-])=O)[S:5][C:6]=1[C:7]([O-:9])=[O:8].[Sn](Cl)Cl.C(=O)([O-])[O-].[Na+].[Na+].O1CC[CH2:31][CH2:30]1. Given the product [NH2:17][C:12]1[CH:13]=[CH:14][CH:15]=[CH:16][C:11]=1[NH:10][C:4]1[S:5][C:6]([C:7]([O:9][CH2:30][CH3:31])=[O:8])=[C:2]([CH3:1])[N:3]=1, predict the reactants needed to synthesize it. (2) Given the product [C:36]([C:31]1[CH:32]=[C:33]2[C:28](=[C:29]([F:40])[CH:30]=1)[C:27](=[O:41])[N:26]([C:7]1[C:6]([CH2:5][OH:4])=[C:11]([C:12]3[CH:17]=[C:16]([NH:18][C:19]4[CH:23]=[CH:22][NH:21][N:20]=4)[C:15](=[O:24])[N:14]([CH3:25])[CH:13]=3)[CH:10]=[CH:9][N:8]=1)[N:35]=[CH:34]2)([CH3:39])([CH3:37])[CH3:38], predict the reactants needed to synthesize it. The reactants are: C([O:4][CH2:5][C:6]1[C:7]([N:26]2[N:35]=[CH:34][C:33]3[C:28](=[C:29]([F:40])[CH:30]=[C:31]([C:36]([CH3:39])([CH3:38])[CH3:37])[CH:32]=3)[C:27]2=[O:41])=[N:8][CH:9]=[CH:10][C:11]=1[C:12]1[CH:17]=[C:16]([NH:18][C:19]2[CH:23]=[CH:22][NH:21][N:20]=2)[C:15](=[O:24])[N:14]([CH3:25])[CH:13]=1)(=O)C.O.[OH-].[Li+]. (3) Given the product [C:1]([C:3]1[CH:8]=[CH:7][C:6]([NH:9][C@@H:10]2[CH2:15][CH2:14][CH2:13][CH2:12][C@@H:11]2[NH:16][C:17](=[O:23])[O:18][C:19]([CH3:22])([CH3:21])[CH3:20])=[CH:5][C:4]=1[NH:24][C:25]1[O:29][N:28]=[C:27]([C:30]2[CH:31]=[CH:32][CH:33]=[CH:34][CH:35]=2)[CH:26]=1)(=[O:37])[NH2:2], predict the reactants needed to synthesize it. The reactants are: [C:1]([C:3]1[CH:8]=[CH:7][C:6]([NH:9][C@@H:10]2[CH2:15][CH2:14][CH2:13][CH2:12][C@@H:11]2[NH:16][C:17](=[O:23])[O:18][C:19]([CH3:22])([CH3:21])[CH3:20])=[CH:5][C:4]=1[NH:24][C:25]1[O:29][N:28]=[C:27]([C:30]2[CH:35]=[CH:34][CH:33]=[CH:32][CH:31]=2)[CH:26]=1)#[N:2].C([O-])([O-])=[O:37].[K+].[K+].OO. (4) Given the product [NH:7]1[CH:11]=[CH:10][N:9]=[N:8]1.[P:1]([O-:5])([OH:4])([OH:3])=[O:2].[Cs+:6], predict the reactants needed to synthesize it. The reactants are: [P:1]([O-:5])([OH:4])([OH:3])=[O:2].[Cs+:6].[NH:7]1[CH:11]=[CH:10][N:9]=[N:8]1.